From a dataset of Forward reaction prediction with 1.9M reactions from USPTO patents (1976-2016). Predict the product of the given reaction. (1) Given the reactants [CH3:1][N:2]([CH2:13][C:14]1[N:15]=[C:16]2[CH:21]=[CH:20][CH:19]=[C:18]([N:22]3[CH2:27][CH2:26][N:25]([CH3:28])[CH2:24][CH2:23]3)[N:17]2[CH:29]=1)[CH:3]1[C:8]2=[N:9][CH:10]=[CH:11][CH:12]=[C:7]2[O:6][CH2:5][CH2:4]1.C=O.[C:32](O)(=[O:34])C, predict the reaction product. The product is: [O:6]1[C:7]2[C:8](=[N:9][CH:10]=[CH:11][CH:12]=2)[CH:3]([N:2]([CH2:13][C:14]2[N:15]=[C:16]3[CH:21]=[CH:20][CH:19]=[C:18]([N:22]4[CH2:23][CH2:24][N:25]([CH3:28])[CH2:26][CH2:27]4)[N:17]3[C:29]=2[CH2:32][OH:34])[CH3:1])[CH2:4][CH2:5]1. (2) Given the reactants CC(C[AlH]CC(C)C)C.[Br:10][C:11]1[CH:16]=[CH:15][C:14](/[C:17](=[CH:21]\[CH:22]2[CH2:27][CH2:26][CH2:25][CH2:24][CH2:23]2)/[C:18](O)=[O:19])=[CH:13][CH:12]=1.CO, predict the reaction product. The product is: [Br:10][C:11]1[CH:12]=[CH:13][C:14](/[C:17](=[CH:21]\[CH:22]2[CH2:27][CH2:26][CH2:25][CH2:24][CH2:23]2)/[CH2:18][OH:19])=[CH:15][CH:16]=1. (3) Given the reactants [CH2:1]([O:8][C:9](=[O:41])[NH:10][C:11]1[C:16](=[O:17])[N:15]2[CH:18]([C:21](=[O:40])NCC3C=CC(C(NC(OC(C)(C)C)=O)=N)=CC=3)[CH2:19][CH2:20][C:14]2=[N:13][CH:12]=1)[C:2]1[CH:7]=[CH:6][CH:5]=[CH:4][CH:3]=1.[F:42][C:43]([F:53])([F:52])[C:44]1[CH:45]=[C:46]([CH:49]=[CH:50][CH:51]=1)[CH2:47]Br.[H-].[Na+].C1C[O:59]CC1, predict the reaction product. The product is: [CH2:1]([O:8][C:9]([N:10]([CH2:47][C:46]1[CH:49]=[CH:50][CH:51]=[C:44]([C:43]([F:53])([F:52])[F:42])[CH:45]=1)[C:11]1[C:16](=[O:17])[N:15]2[C@H:18]([C:21]([OH:59])=[O:40])[CH2:19][CH2:20][C:14]2=[N:13][CH:12]=1)=[O:41])[C:2]1[CH:7]=[CH:6][CH:5]=[CH:4][CH:3]=1. (4) Given the reactants [Cl:1][C:2]1[S:6][C:5]([C:7]2[N:12]=[C:11]3[CH2:13][CH2:14][CH2:15][C:10]3=[C:9]([NH:16][C:17]3[CH:22]=[CH:21][C:20]([CH2:23][C:24]([O:26]CC)=O)=[CH:19][CH:18]=3)[CH:8]=2)=[CH:4][CH:3]=1.[NH3:29], predict the reaction product. The product is: [ClH:1].[Cl:1][C:2]1[S:6][C:5]([C:7]2[N:12]=[C:11]3[CH2:13][CH2:14][CH2:15][C:10]3=[C:9]([NH:16][C:17]3[CH:18]=[CH:19][C:20]([CH2:23][C:24]([NH2:29])=[O:26])=[CH:21][CH:22]=3)[CH:8]=2)=[CH:4][CH:3]=1. (5) The product is: [CH3:1][C:2]1[C:3](/[CH:4]=[CH:12]/[C:13]([OH:15])=[O:14])=[CH:6][CH:7]=[C:8]([CH3:10])[N:9]=1. Given the reactants [CH3:1][C:2]1[N:9]=[C:8]([CH3:10])[CH:7]=[CH:6][C:3]=1[CH:4]=O.C(O)(=O)[CH2:12][C:13]([OH:15])=[O:14].CC1N=CC(/C=C/C(O)=O)=CC=1, predict the reaction product. (6) Given the reactants [N+:1]([C:4]1[CH:9]=[CH:8][C:7]([C:10]([P:13](=[O:20])([O:17][CH2:18][CH3:19])[O:14][CH2:15][CH3:16])([F:12])[F:11])=[CH:6][CH:5]=1)([O-])=O, predict the reaction product. The product is: [NH2:1][C:4]1[CH:5]=[CH:6][C:7]([C:10]([P:13](=[O:20])([O:17][CH2:18][CH3:19])[O:14][CH2:15][CH3:16])([F:11])[F:12])=[CH:8][CH:9]=1. (7) The product is: [O:14]1[C:18]([CH:19]=[CH:20][C:21]2[CH:26]=[CH:25][C:24]([NH:27]/[N:28]=[CH:10]/[C:9]3[CH:12]=[CH:13][C:6]([CH2:5][N:3]([CH3:4])[CH3:2])=[CH:7][CH:8]=3)=[CH:23][CH:22]=2)=[CH:17][N:16]=[CH:15]1. Given the reactants Cl.[CH3:2][N:3]([CH2:5][C:6]1[CH:13]=[CH:12][C:9]([CH:10]=O)=[CH:8][CH:7]=1)[CH3:4].[O:14]1[C:18](/[CH:19]=[CH:20]/[C:21]2[CH:26]=[CH:25][C:24]([NH:27][NH2:28])=[CH:23][CH:22]=2)=[CH:17][N:16]=[CH:15]1, predict the reaction product. (8) Given the reactants [Cl:1][C:2]1[CH:7]=[CH:6][C:5]([CH2:8][N:9]2[C:14](=[O:15])[C:13]([C:16]([NH:18][CH2:19][C:20]([O:22]CC)=[O:21])=[O:17])=[C:12]([OH:25])[C:11]([C:26](OC)=[O:27])=[C:10]2[OH:30])=[C:4]([CH3:31])[CH:3]=1.ClC1C=CC(C[N:40]2[C:45](=O)[CH:44]=[C:43](O)[C:42](C(OC)=O)=[C:41]2O)=C(C)C=1.C([N:57](C(C)C)CC)(C)C.N(CC(OCC)=O)=C=O, predict the reaction product. The product is: [Cl:1][C:2]1[CH:7]=[CH:6][C:5]([CH2:8][N:9]2[C:10]([OH:30])=[C:11]([C:26]([NH:57][C:42]3[CH:41]=[N:40][CH:45]=[CH:44][CH:43]=3)=[O:27])[C:12]([OH:25])=[C:13]([C:16]([NH:18][CH2:19][C:20]([OH:22])=[O:21])=[O:17])[C:14]2=[O:15])=[C:4]([CH3:31])[CH:3]=1. (9) Given the reactants [N:1]([C:11]([N:13]1[CH2:18][CH2:17]C[CH2:15][CH2:14]1)=[O:12])=[N:1][C:11]([N:13]1[CH2:18][CH2:17]C[CH2:15][CH2:14]1)=[O:12].[Cl:19][C:20]1[CH:39]=[CH:38][C:23]([NH:24][C:25]2[C:34]3[C:29](=[CH:30][C:31]([OH:37])=[C:32]([O:35][CH3:36])[CH:33]=3)[N:28]=[CH:27][N:26]=2)=[C:22]([F:40])[CH:21]=1.C(P(CCCC)CCCC)CCC.OCCN1CCNC1=O, predict the reaction product. The product is: [Cl:19][C:20]1[CH:39]=[CH:38][C:23]([NH:24][C:25]2[C:34]3[C:29](=[CH:30][C:31]([O:37][CH2:17][CH2:18][N:13]4[CH2:14][CH2:15][NH:1][C:11]4=[O:12])=[C:32]([O:35][CH3:36])[CH:33]=3)[N:28]=[CH:27][N:26]=2)=[C:22]([F:40])[CH:21]=1. (10) Given the reactants [Br:1][C:2]1[C:10]2[C:5](=[CH:6][CH:7]=[CH:8][CH:9]=2)[NH:4][C:3]=1[C:11]([O:13][CH2:14][CH3:15])=[O:12].Br[CH2:17][C:18]1[CH:23]=[CH:22][C:21]([O:24][CH3:25])=[CH:20][CH:19]=1.C([O-])([O-])=O.[Cs+].[Cs+], predict the reaction product. The product is: [Br:1][C:2]1[C:10]2[C:5](=[CH:6][CH:7]=[CH:8][CH:9]=2)[N:4]([CH2:17][C:18]2[CH:23]=[CH:22][C:21]([O:24][CH3:25])=[CH:20][CH:19]=2)[C:3]=1[C:11]([O:13][CH2:14][CH3:15])=[O:12].